Binary Classification. Given a drug SMILES string, predict its activity (active/inactive) in a high-throughput screening assay against a specified biological target. From a dataset of Tyrosyl-DNA phosphodiesterase HTS with 341,365 compounds. The drug is S(=O)(=O)(N1CCOCC1)c1cc(NC(=O)c2nn(c(=O)c3c2cccc3)C)ccc1. The result is 0 (inactive).